From a dataset of Peptide-MHC class I binding affinity with 185,985 pairs from IEDB/IMGT. Regression. Given a peptide amino acid sequence and an MHC pseudo amino acid sequence, predict their binding affinity value. This is MHC class I binding data. (1) The peptide sequence is NPNILYGDI. The MHC is HLA-B35:01 with pseudo-sequence HLA-B35:01. The binding affinity (normalized) is 0.0420. (2) The peptide sequence is LLQLNETIY. The MHC is HLA-B15:01 with pseudo-sequence HLA-B15:01. The binding affinity (normalized) is 0.255.